Dataset: Full USPTO retrosynthesis dataset with 1.9M reactions from patents (1976-2016). Task: Predict the reactants needed to synthesize the given product. The reactants are: [S:1]([O-:5])([O-:4])(=[O:3])=[O:2].[Na+].[Na+].O(Cl)Cl.[Zr:11].Cl. Given the product [S:1]([O-:5])([O-:4])(=[O:3])=[O:2].[Zr+4:11].[S:1]([O-:5])([O-:4])(=[O:3])=[O:2], predict the reactants needed to synthesize it.